This data is from Reaction yield outcomes from USPTO patents with 853,638 reactions. The task is: Predict the reaction yield, written as a fraction of the theoretical maximum amount of product (1.0 means a 100% yield; for example, 0.34 means a 34% yield). (1) The reactants are [CH3:1][O:2][C:3]1[CH:4]=[CH:5][C:6]2[N:10]=[CH:9][N:8]([CH2:11][C:12]3[CH:22]=[CH:21][C:15]4[N:16]=[C:17]([S:19][CH3:20])[O:18][C:14]=4[CH:13]=3)[C:7]=2[CH:23]=1.C1C=C(Cl)C=C(C(OO)=[O:32])C=1. The catalyst is C(Cl)Cl. The product is [CH3:1][O:2][C:3]1[CH:4]=[CH:5][C:6]2[N:10]=[CH:9][N:8]([CH2:11][C:12]3[CH:22]=[CH:21][C:15]4[N:16]=[C:17]([S:19]([CH3:20])=[O:32])[O:18][C:14]=4[CH:13]=3)[C:7]=2[CH:23]=1. The yield is 0.749. (2) The reactants are [Cl:1][C:2]1[CH:9]=[CH:8][C:7]([N+:10]([O-])=O)=[CH:6][C:3]=1[C:4]#[N:5].[OH-].[Na+]. The catalyst is C(O)C. The product is [C:4]([C:3]1[CH:6]=[C:7]([CH:8]=[CH:9][C:2]=1[Cl:1])[NH2:10])#[N:5]. The yield is 0.510.